The task is: Predict the reaction yield, written as a fraction of the theoretical maximum amount of product (1.0 means a 100% yield; for example, 0.34 means a 34% yield).. This data is from Reaction yield outcomes from USPTO patents with 853,638 reactions. (1) The reactants are [C:1]([O:5][C:6]([N:8]([C:16]1[N:17]=[CH:18][C:19]([C:25]2[CH:26]=[N:27][N:28]([C@H:30]3[CH2:35][CH2:34][C@H:33]([O:36][Si:37]([C:40]([CH3:43])([CH3:42])[CH3:41])([CH3:39])[CH3:38])[CH2:32][CH2:31]3)[CH:29]=2)=[C:20]2[CH:24]=[CH:23][O:22][C:21]=12)[C:9]([O:11][C:12]([CH3:15])([CH3:14])[CH3:13])=[O:10])=[O:7])([CH3:4])([CH3:3])[CH3:2].C([N-]C(C)C)(C)C.[Li+].[B:52](OC)([O:55]C)[O:53]C. The catalyst is C1COCC1. The product is [C:1]([O:5][C:6]([N:8]([C:9]([O:11][C:12]([CH3:15])([CH3:14])[CH3:13])=[O:10])[C:16]1[N:17]=[CH:18][C:19]([C:25]2[CH:26]=[N:27][N:28]([C@H:30]3[CH2:35][CH2:34][C@H:33]([O:36][Si:37]([C:40]([CH3:43])([CH3:42])[CH3:41])([CH3:39])[CH3:38])[CH2:32][CH2:31]3)[CH:29]=2)=[C:20]2[CH:24]=[C:23]([B:52]([OH:55])[OH:53])[O:22][C:21]=12)=[O:7])([CH3:2])([CH3:3])[CH3:4]. The yield is 0.600. (2) The reactants are CN(C(ON1N=NC2C=CC=NC1=2)=[N+](C)C)C.F[P-](F)(F)(F)(F)F.Cl.[NH2:26][C@@H:27]([CH:52]([CH3:54])[CH3:53])[C:28]([N:30]1[CH2:34][C@H:33]([OH:35])[CH2:32][C@H:31]1[C:36]([NH:38][CH2:39][C:40]1[CH:45]=[CH:44][C:43]([C:46]2[S:50][CH:49]=[N:48][C:47]=2[CH3:51])=[CH:42][CH:41]=1)=[O:37])=[O:29].[OH:55][C:56]1[CH:57]=[CH:58][C:59]2[C@@H:60]3[C@@H:68]([C@H:69]([CH2:73][CH2:74][CH2:75][CH2:76][O:77][CH2:78][CH2:79][O:80][CH2:81][CH2:82][O:83][CH2:84][CH2:85][O:86][CH2:87][C:88](O)=[O:89])[CH2:70][C:71]=2[CH:72]=1)[C@H:67]1[C@@:63]([CH3:92])([C@@H:64]([OH:91])[CH2:65][CH2:66]1)[CH2:62][CH2:61]3.CCN(C(C)C)C(C)C. The catalyst is CN(C=O)C. The product is [OH:55][C:56]1[CH:57]=[CH:58][C:59]2[C@@H:60]3[C@@H:68]([C@H:69]([CH2:73][CH2:74][CH2:75][CH2:76][O:77][CH2:78][CH2:79][O:80][CH2:81][CH2:82][O:83][CH2:84][CH2:85][O:86][CH2:87][C:88](=[O:89])[NH:26][C@@H:27]([CH:52]([CH3:54])[CH3:53])[C:28]([N:30]4[CH2:34][C@H:33]([OH:35])[CH2:32][C@H:31]4[C:36]([NH:38][CH2:39][C:40]4[CH:45]=[CH:44][C:43]([C:46]5[S:50][CH:49]=[N:48][C:47]=5[CH3:51])=[CH:42][CH:41]=4)=[O:37])=[O:29])[CH2:70][C:71]=2[CH:72]=1)[C@H:67]1[C@@:63]([CH3:92])([C@@H:64]([OH:91])[CH2:65][CH2:66]1)[CH2:62][CH2:61]3. The yield is 0.760. (3) The reactants are C([Li])CCC.[CH2:6]([O:8][CH2:9][N:10]1[CH:14]=[CH:13][CH:12]=[N:11]1)[CH3:7].C(O[B:19]1[O:23][C:22]([CH3:25])([CH3:24])[C:21]([CH3:27])([CH3:26])[O:20]1)(C)C.[Cl-].[NH4+].Cl. The catalyst is O1CCCC1.C(OC)(C)(C)C.O. The product is [CH2:6]([O:8][CH2:9][N:10]1[C:14]([B:19]2[O:23][C:22]([CH3:25])([CH3:24])[C:21]([CH3:27])([CH3:26])[O:20]2)=[CH:13][CH:12]=[N:11]1)[CH3:7]. The yield is 0.780. (4) The yield is 0.740. The product is [CH3:9][N:6]1[C:5]2[CH:10]=[CH:11][C:2]([B:20]3[O:21][C:22]([CH3:24])([CH3:23])[C:18]([CH3:34])([CH3:17])[O:19]3)=[CH:3][C:4]=2[N:8]=[N:7]1. The catalyst is O1CCOCC1.C1C=CC(P(C2C=CC=CC=2)[C-]2C=CC=C2)=CC=1.C1C=CC(P(C2C=CC=CC=2)[C-]2C=CC=C2)=CC=1.Cl[Pd]Cl.[Fe+2]. The reactants are Br[C:2]1[CH:11]=[CH:10][C:5]2[N:6]([CH3:9])[N:7]=[N:8][C:4]=2[CH:3]=1.C(O[K])(C)=O.[CH3:17][C:18]1([CH3:34])[C:22]([CH3:24])([CH3:23])[O:21][B:20]([B:20]2[O:21][C:22]([CH3:24])([CH3:23])[C:18]([CH3:34])([CH3:17])[O:19]2)[O:19]1.